Dataset: Forward reaction prediction with 1.9M reactions from USPTO patents (1976-2016). Task: Predict the product of the given reaction. (1) Given the reactants [CH2:1]([O:8][C:9]1[CH:14]=[CH:13][N:12]([C:15]2[CH:16]=[CH:17][C:18]3[C:22]4[CH2:23][N:24](C(OC(C)(C)C)=O)[CH2:25][CH2:26][CH2:27][C:21]=4[N:20]([CH3:35])[C:19]=3[N:36]=2)[C:11](=[O:37])[CH:10]=1)[C:2]1[CH:7]=[CH:6][CH:5]=[CH:4][CH:3]=1.[ClH:38], predict the reaction product. The product is: [ClH:38].[CH2:1]([O:8][C:9]1[CH:14]=[CH:13][N:12]([C:15]2[CH:16]=[CH:17][C:18]3[C:22]4[CH2:23][NH:24][CH2:25][CH2:26][CH2:27][C:21]=4[N:20]([CH3:35])[C:19]=3[N:36]=2)[C:11](=[O:37])[CH:10]=1)[C:2]1[CH:7]=[CH:6][CH:5]=[CH:4][CH:3]=1. (2) Given the reactants O[C@@H:2]1[CH2:7][CH2:6][CH2:5][CH2:4][C@H:3]1[N:8]1[C:32](=[O:33])[C:11]2=[CH:12][N:13]([CH2:20][C:21]3[CH:26]=[CH:25][C:24]([N:27]4[CH:31]=[CH:30][CH:29]=[N:28]4)=[CH:23][CH:22]=3)[C:14]3[CH:15]=[CH:16][CH:17]=[CH:18][C:19]=3[C:10]2=[N:9]1.COCCN(S(F)(F)[F:44])CCOC.C(=O)(O)[O-].[Na+], predict the reaction product. The product is: [F:44][C@H:2]1[CH2:7][CH2:6][CH2:5][CH2:4][C@H:3]1[N:8]1[C:32](=[O:33])[C:11]2=[CH:12][N:13]([CH2:20][C:21]3[CH:26]=[CH:25][C:24]([N:27]4[CH:31]=[CH:30][CH:29]=[N:28]4)=[CH:23][CH:22]=3)[C:14]3[CH:15]=[CH:16][CH:17]=[CH:18][C:19]=3[C:10]2=[N:9]1. (3) Given the reactants [C:1]([O:5][C:6]([N:8]1[CH2:13][C@@H:12]([C:14](=[O:37])[NH:15][CH2:16][C:17]2([CH2:31][CH2:32][CH2:33][CH2:34][O:35][CH3:36])[C:30]3[CH:29]=[CH:28][CH:27]=[CH:26][C:25]=3[O:24][C:23]3[C:18]2=[CH:19][CH:20]=[CH:21][CH:22]=3)[CH2:11][C@@H:10]([NH:38][CH2:39][CH:40]2[CH2:42][CH2:41]2)[CH2:9]1)=[O:7])([CH3:4])([CH3:3])[CH3:2].Cl.[N:44]1[CH:49]=[CH:48][C:47]([CH2:50][C:51](O)=[O:52])=[CH:46][CH:45]=1, predict the reaction product. The product is: [C:1]([O:5][C:6]([N:8]1[CH2:13][C@@H:12]([C:14](=[O:37])[NH:15][CH2:16][C:17]2([CH2:31][CH2:32][CH2:33][CH2:34][O:35][CH3:36])[C:30]3[CH:29]=[CH:28][CH:27]=[CH:26][C:25]=3[O:24][C:23]3[C:18]2=[CH:19][CH:20]=[CH:21][CH:22]=3)[CH2:11][C@@H:10]([N:38]([CH2:39][CH:40]2[CH2:41][CH2:42]2)[C:51](=[O:52])[CH2:50][C:47]2[CH:48]=[CH:49][N:44]=[CH:45][CH:46]=2)[CH2:9]1)=[O:7])([CH3:4])([CH3:2])[CH3:3]. (4) Given the reactants C[Si](C)(C)CCOCN(COCC[Si](C)(C)C)[C:8]1[N:13]2[N:14]=[CH:15][C:16]([C:17]3[CH:18]=[N:19][C:20]4[C:25]([CH:26]=3)=[CH:24][C:23]([F:27])=[CH:22][CH:21]=4)=[C:12]2[N:11]=[C:10]([N:28]([CH2:36][CH:37]2[CH2:42][CH2:41][NH:40][CH2:39][CH2:38]2)C(=O)OC(C)(C)C)[CH:9]=1.[CH3:53][N:54]=[C:55]=[O:56].[CH2:57]([N:59](CC)CC)C.[Cl-].[NH4+:65], predict the reaction product. The product is: [NH2:65][C:8]1[N:13]2[N:14]=[CH:15][C:16]([C:17]3[CH:18]=[N:19][C:20]4[C:25]([CH:26]=3)=[CH:24][C:23]([F:27])=[CH:22][CH:21]=4)=[C:12]2[N:11]=[C:10]([NH:28][CH2:36][CH:37]2[CH2:42][CH2:41][N:40]([C:55]([NH:54][CH3:53])=[O:56])[CH2:39][CH2:38]2)[C:9]=1[C:57]#[N:59]. (5) Given the reactants Br[C:2]1[CH:3]=[C:4]([CH2:8][NH:9][C:10](=[O:36])[CH2:11][C:12]([NH:14][CH2:15][C:16]2[C:17]([NH:29][CH:30]3[CH2:35][CH2:34][O:33][CH2:32][CH2:31]3)=[C:18]3[CH:26]=[N:25][N:24]([CH2:27][CH3:28])[C:19]3=[N:20][C:21]=2[CH2:22][CH3:23])=[O:13])[CH:5]=[CH:6][CH:7]=1.[CH:37]([C:39]1[CH:40]=[C:41](B(O)O)[CH:42]=[CH:43][CH:44]=1)=[O:38].C([O-])([O-])=O.[K+].[K+], predict the reaction product. The product is: [CH2:27]([N:24]1[C:19]2=[N:20][C:21]([CH2:22][CH3:23])=[C:16]([CH2:15][NH:14][C:12](=[O:13])[CH2:11][C:10]([NH:9][CH2:8][C:4]3[CH:3]=[C:2]([C:43]4[CH:42]=[CH:41][CH:40]=[C:39]([CH:37]=[O:38])[CH:44]=4)[CH:7]=[CH:6][CH:5]=3)=[O:36])[C:17]([NH:29][CH:30]3[CH2:35][CH2:34][O:33][CH2:32][CH2:31]3)=[C:18]2[CH:26]=[N:25]1)[CH3:28].